From a dataset of Forward reaction prediction with 1.9M reactions from USPTO patents (1976-2016). Predict the product of the given reaction. (1) Given the reactants [F:1][C:2]1[CH:7]=[CH:6][C:5]([C:8]2[O:9][C:10]3[CH:20]=[CH:19][C:18]([C:21]4[C:22]([CH3:32])=[CH:23][C:24]([O:30][CH3:31])=[C:25]([CH:29]=4)[C:26]([OH:28])=O)=[CH:17][C:11]=3[C:12]=2[C:13](=[O:16])[NH:14][CH3:15])=[CH:4][CH:3]=1.[CH3:33][C:34]1[CH:39]=[CH:38][N:37]=[C:36]([C:40]2([NH2:43])[CH2:42][CH2:41]2)[N:35]=1.C(N(CC)CC)C, predict the reaction product. The product is: [F:1][C:2]1[CH:7]=[CH:6][C:5]([C:8]2[O:9][C:10]3[CH:20]=[CH:19][C:18]([C:21]4[CH:29]=[C:25]([C:26](=[O:28])[NH:43][C:40]5([C:36]6[N:35]=[C:34]([CH3:33])[CH:39]=[CH:38][N:37]=6)[CH2:41][CH2:42]5)[C:24]([O:30][CH3:31])=[CH:23][C:22]=4[CH3:32])=[CH:17][C:11]=3[C:12]=2[C:13]([NH:14][CH3:15])=[O:16])=[CH:4][CH:3]=1. (2) Given the reactants [C:9](O[C:9]([O:11][C:12]([CH3:15])([CH3:14])[CH3:13])=[O:10])([O:11][C:12]([CH3:15])([CH3:14])[CH3:13])=[O:10].[Cl:16][C:17]1[CH:22]=[CH:21][C:20]([C@:23]2([CH3:29])[CH2:27][O:26][C:25](=[O:28])[NH:24]2)=[CH:19][CH:18]=1.C(N(CC)CC)C, predict the reaction product. The product is: [Cl:16][C:17]1[CH:18]=[CH:19][C:20]([C@:23]2([CH3:29])[CH2:27][O:26][C:25](=[O:28])[N:24]2[C:9]([O:11][C:12]([CH3:13])([CH3:14])[CH3:15])=[O:10])=[CH:21][CH:22]=1. (3) Given the reactants [F:1][C:2]1[C:7]([O:8][CH3:9])=[CH:6][C:5]([O:10][CH3:11])=[C:4]([F:12])[C:3]=1[N:13]1[C:22](=[O:23])[C:21]2([CH2:25][CH2:24]2)[C:20]2[C:15](=[CH:16][N:17]=[C:18]([C:26]3[C:27]([CH3:31])=[N:28][NH:29][CH:30]=3)[CH:19]=2)[CH2:14]1.[C:32](=[O:35])([O-])[O-].[Cs+].[Cs+], predict the reaction product. The product is: [F:1][C:2]1[C:7]([O:8][CH3:9])=[CH:6][C:5]([O:10][CH3:11])=[C:4]([F:12])[C:3]=1[N:13]1[C:22](=[O:23])[C:21]2([CH2:25][CH2:24]2)[C:20]2[C:15](=[CH:16][N:17]=[C:18]([C:26]3[C:27]([CH3:31])=[N:28][N:29]([CH2:2][CH2:3][N:13]4[CH2:22][CH2:32][O:35][CH2:15][CH2:14]4)[CH:30]=3)[CH:19]=2)[CH2:14]1. (4) Given the reactants [N:1]1[CH:6]=[CH:5][CH:4]=[CH:3][C:2]=1[C:7]([OH:9])=O.C1CCC(N=C=NC2CCCCC2)CC1.[C:25]([O:28][C@H:29]([C:32]#[C:33][C:34]#[C:35][C@H:36]([NH2:46])[CH2:37][CH2:38][CH2:39][CH2:40][CH2:41][CH2:42][CH2:43][CH2:44][CH3:45])[CH:30]=[CH2:31])(=[O:27])[CH3:26], predict the reaction product. The product is: [C:25]([O:28][C@H:29]([C:32]#[C:33][C:34]#[C:35][C@H:36]([NH:46][C:7](=[O:9])[C:2]1[CH:3]=[CH:4][CH:5]=[CH:6][N:1]=1)[CH2:37][CH2:38][CH2:39][CH2:40][CH2:41][CH2:42][CH2:43][CH2:44][CH3:45])[CH:30]=[CH2:31])(=[O:27])[CH3:26]. (5) Given the reactants [OH:1][C:2]([CH:4]([C:6]1[CH:15]=[CH:14][C:9]([CH2:10][CH:11]([CH3:13])[CH3:12])=[CH:8][CH:7]=1)[CH3:5])=[O:3].[NH:16]1[CH:20]=[CH:19][N:18]=[CH:17]1.[CH:21]1[N:25]([CH2:26][O:27][CH2:28][CH2:29][OH:30])[C:24]2[N:31]=[C:32]([NH2:36])[N:33]=[C:34]([OH:35])[C:23]=2[N:22]=1, predict the reaction product. The product is: [CH:21]1[N:25]([CH2:26][O:27][CH2:28][CH2:29][OH:30])[C:24]2[N:31]=[C:32]([NH2:36])[N:33]=[C:34]([OH:35])[C:23]=2[N:22]=1.[NH:16]1[CH:20]=[CH:19][N:18]=[CH:17]1.[OH:3][C:2]([CH:4]([C:6]1[CH:7]=[CH:8][C:9]([CH2:10][CH:11]([CH3:12])[CH3:13])=[CH:14][CH:15]=1)[CH3:5])=[O:1]. (6) Given the reactants B.C1COCC1.C1COCC1.[OH:12][CH:13]1[CH2:17][CH2:16][N:15]([C:18]2[CH:23]=[CH:22][C:21]([N+:24]([O-:26])=[O:25])=[CH:20][CH:19]=2)[CH:14]1[C:27](O)=[O:28].[Cl-].[Na+], predict the reaction product. The product is: [OH:28][CH2:27][CH:14]1[CH:13]([OH:12])[CH2:17][CH2:16][N:15]1[C:18]1[CH:19]=[CH:20][C:21]([N+:24]([O-:26])=[O:25])=[CH:22][CH:23]=1. (7) Given the reactants [F:1][C:2]1[CH:3]=[CH:4][C:5]([O:9][CH3:10])=[C:6]([NH2:8])[CH:7]=1.C(OC1C=C[C:18]([S:21](N)(=O)=O)=CC=1N=C=S)(C)C, predict the reaction product. The product is: [F:1][C:2]1[CH:3]=[CH:4][C:5]([O:9][CH3:10])=[C:6]([N:8]=[C:18]=[S:21])[CH:7]=1. (8) Given the reactants [CH2:1]([O:8][C:9]([NH:11][C@@H:12]([CH2:16][C:17]1[CH:22]=[CH:21][CH:20]=[CH:19][CH:18]=1)[C@@H:13]1[O:15][CH2:14]1)=[O:10])[C:2]1[CH:7]=[CH:6][CH:5]=[CH:4][CH:3]=1.[CH2:23]([NH2:27])[CH2:24][CH2:25][CH3:26], predict the reaction product. The product is: [CH2:1]([O:8][C:9]([NH:11][C@@H:12]([CH2:16][C:17]1[CH:22]=[CH:21][CH:20]=[CH:19][CH:18]=1)[C@H:13]([OH:15])[CH2:14][NH:27][CH2:23][CH2:24][CH2:25][CH3:26])=[O:10])[C:2]1[CH:7]=[CH:6][CH:5]=[CH:4][CH:3]=1. (9) Given the reactants Cl[C:2]1[N:11]=[C:10]([NH:12][C:13]2[CH:18]=[CH:17][C:16]([F:19])=[C:15]([Cl:20])[CH:14]=2)[C:9]2[C:4](=[CH:5][CH:6]=[C:7]([C:21]#[C:22][CH2:23][N:24]([CH3:26])[CH3:25])[CH:8]=2)[N:3]=1.[N:27]1[CH:32]=[CH:31][CH:30]=[C:29](B(O)O)[CH:28]=1.C([O-])([O-])=O.[K+].[K+].O, predict the reaction product. The product is: [Cl:20][C:15]1[CH:14]=[C:13]([NH:12][C:10]2[C:9]3[C:4](=[CH:5][CH:6]=[C:7]([C:21]#[C:22][CH2:23][N:24]([CH3:26])[CH3:25])[CH:8]=3)[N:3]=[C:2]([C:29]3[CH:28]=[N:27][CH:32]=[CH:31][CH:30]=3)[N:11]=2)[CH:18]=[CH:17][C:16]=1[F:19].